This data is from Forward reaction prediction with 1.9M reactions from USPTO patents (1976-2016). The task is: Predict the product of the given reaction. Given the reactants NCCCCCCN.[CH2:9]([P:11]([CH2:18][CH2:19][CH:20]=[O:21])(=[O:17])[O:12][CH2:13][CH2:14][CH2:15][CH3:16])[CH3:10].[H][H], predict the reaction product. The product is: [CH2:9]([P:11]([CH2:18][CH2:19][CH2:20][OH:21])(=[O:17])[O:12][CH2:13][CH2:14][CH2:15][CH3:16])[CH3:10].